This data is from Reaction yield outcomes from USPTO patents with 853,638 reactions. The task is: Predict the reaction yield, written as a fraction of the theoretical maximum amount of product (1.0 means a 100% yield; for example, 0.34 means a 34% yield). The reactants are [N:1]1([C:7]2[CH:12]=[CH:11][C:10]([NH:13][C:14]([C:16]3[CH:25]=[C:24]([O:26][CH2:27][O:28][CH2:29][CH2:30][Si:31]([CH3:34])([CH3:33])[CH3:32])[C:23]4[C:18](=[C:19](Br)[CH:20]=[C:21]([O:35][CH3:36])[CH:22]=4)[N:17]=3)=[O:15])=[CH:9][CH:8]=2)[CH2:6][CH2:5][O:4][CH2:3][CH2:2]1.N1(C2C=CC([NH-])=CC=2)CCOCC1.[CH3:51][N:52]1[CH2:58][CH2:57][CH2:56][NH:55][CH2:54][CH2:53]1.C1C=CC(P(C2C(C3C(P(C4C=CC=CC=4)C4C=CC=CC=4)=CC=C4C=3C=CC=C4)=C3C(C=CC=C3)=CC=2)C2C=CC=CC=2)=CC=1.C(=O)([O-])[O-].[Cs+].[Cs+]. The catalyst is C1(C)C=CC=CC=1. The product is [N:1]1([C:7]2[CH:12]=[CH:11][C:10]([NH:13][C:14]([C:16]3[CH:25]=[C:24]([O:26][CH2:27][O:28][CH2:29][CH2:30][Si:31]([CH3:34])([CH3:33])[CH3:32])[C:23]4[C:18](=[C:19]([N:55]5[CH2:56][CH2:57][CH2:58][N:52]([CH3:51])[CH2:53][CH2:54]5)[CH:20]=[C:21]([O:35][CH3:36])[CH:22]=4)[N:17]=3)=[O:15])=[CH:9][CH:8]=2)[CH2:6][CH2:5][O:4][CH2:3][CH2:2]1. The yield is 0.810.